This data is from Reaction yield outcomes from USPTO patents with 853,638 reactions. The task is: Predict the reaction yield, written as a fraction of the theoretical maximum amount of product (1.0 means a 100% yield; for example, 0.34 means a 34% yield). The reactants are [CH2:1]([O:8][CH2:9][CH2:10][C@H:11]([NH:25][C:26]([O:28][C:29]([CH3:32])([CH3:31])[CH3:30])=[O:27])[C:12]([NH:14][N:15]1[CH:19]=[CH:18][C:17]([Br:20])=[C:16]1[C:21]([O:23]C)=O)=[O:13])[C:2]1[CH:7]=[CH:6][CH:5]=[CH:4][CH:3]=1.[NH2:33][C:34]1[CH:39]=[CH:38][CH:37]=[CH:36][CH:35]=1.C[Al](C)C. No catalyst specified. The product is [CH2:1]([O:8][CH2:9][CH2:10][C@H:11]([NH:25][C:26](=[O:27])[O:28][C:29]([CH3:30])([CH3:32])[CH3:31])[C:12]([NH:14][N:15]1[CH:19]=[CH:18][C:17]([Br:20])=[C:16]1[C:21](=[O:23])[NH:33][C:34]1[CH:39]=[CH:38][CH:37]=[CH:36][CH:35]=1)=[O:13])[C:2]1[CH:7]=[CH:6][CH:5]=[CH:4][CH:3]=1. The yield is 0.630.